From a dataset of NCI-60 drug combinations with 297,098 pairs across 59 cell lines. Regression. Given two drug SMILES strings and cell line genomic features, predict the synergy score measuring deviation from expected non-interaction effect. (1) Drug 1: C1CCC(C1)C(CC#N)N2C=C(C=N2)C3=C4C=CNC4=NC=N3. Synergy scores: CSS=-6.26, Synergy_ZIP=8.50, Synergy_Bliss=-5.95, Synergy_Loewe=-11.3, Synergy_HSA=-11.0. Cell line: T-47D. Drug 2: CN(C(=O)NC(C=O)C(C(C(CO)O)O)O)N=O. (2) Drug 1: C1CCC(C1)C(CC#N)N2C=C(C=N2)C3=C4C=CNC4=NC=N3. Drug 2: CS(=O)(=O)C1=CC(=C(C=C1)C(=O)NC2=CC(=C(C=C2)Cl)C3=CC=CC=N3)Cl. Cell line: SF-295. Synergy scores: CSS=8.46, Synergy_ZIP=-1.45, Synergy_Bliss=1.63, Synergy_Loewe=2.45, Synergy_HSA=2.27. (3) Drug 1: CC1C(C(CC(O1)OC2CC(CC3=C2C(=C4C(=C3O)C(=O)C5=C(C4=O)C(=CC=C5)OC)O)(C(=O)CO)O)N)O.Cl. Drug 2: CN(CC1=CN=C2C(=N1)C(=NC(=N2)N)N)C3=CC=C(C=C3)C(=O)NC(CCC(=O)O)C(=O)O. Cell line: LOX IMVI. Synergy scores: CSS=55.4, Synergy_ZIP=-3.58, Synergy_Bliss=-8.05, Synergy_Loewe=-9.51, Synergy_HSA=-3.00. (4) Drug 1: CC1C(C(CC(O1)OC2CC(CC3=C2C(=C4C(=C3O)C(=O)C5=C(C4=O)C(=CC=C5)OC)O)(C(=O)C)O)N)O.Cl. Drug 2: CC1CCC2CC(C(=CC=CC=CC(CC(C(=O)C(C(C(=CC(C(=O)CC(OC(=O)C3CCCCN3C(=O)C(=O)C1(O2)O)C(C)CC4CCC(C(C4)OC)O)C)C)O)OC)C)C)C)OC. Cell line: U251. Synergy scores: CSS=44.9, Synergy_ZIP=-12.7, Synergy_Bliss=-5.62, Synergy_Loewe=-7.91, Synergy_HSA=-2.25. (5) Drug 1: COC1=C(C=C2C(=C1)N=CN=C2NC3=CC(=C(C=C3)F)Cl)OCCCN4CCOCC4. Drug 2: COCCOC1=C(C=C2C(=C1)C(=NC=N2)NC3=CC=CC(=C3)C#C)OCCOC.Cl. Cell line: 786-0. Synergy scores: CSS=22.3, Synergy_ZIP=-6.70, Synergy_Bliss=-3.33, Synergy_Loewe=-2.45, Synergy_HSA=-0.929. (6) Drug 1: C1=C(C(=O)NC(=O)N1)N(CCCl)CCCl. Drug 2: C1=CC=C(C=C1)NC(=O)CCCCCCC(=O)NO. Cell line: DU-145. Synergy scores: CSS=58.2, Synergy_ZIP=4.18, Synergy_Bliss=6.27, Synergy_Loewe=-8.82, Synergy_HSA=7.08. (7) Drug 1: C1CCN(CC1)CCOC2=CC=C(C=C2)C(=O)C3=C(SC4=C3C=CC(=C4)O)C5=CC=C(C=C5)O. Drug 2: CC(C)NC(=O)C1=CC=C(C=C1)CNNC.Cl. Cell line: MDA-MB-435. Synergy scores: CSS=-6.33, Synergy_ZIP=1.89, Synergy_Bliss=-0.512, Synergy_Loewe=-9.48, Synergy_HSA=-8.00. (8) Drug 1: CC12CCC3C(C1CCC2NC(=O)OCC(F)(F)F)CCC4C3(C=CC(=O)N4C)C. Drug 2: C1CC(C1)(C2=CC=C(C=C2)C3=C(C=C4C(=N3)C=CN5C4=NNC5=O)C6=CC=CC=C6)N. Cell line: SK-OV-3. Synergy scores: CSS=37.1, Synergy_ZIP=9.34, Synergy_Bliss=10.2, Synergy_Loewe=-7.38, Synergy_HSA=5.34. (9) Drug 1: CNC(=O)C1=CC=CC=C1SC2=CC3=C(C=C2)C(=NN3)C=CC4=CC=CC=N4. Drug 2: CCC1(C2=C(COC1=O)C(=O)N3CC4=CC5=C(C=CC(=C5CN(C)C)O)N=C4C3=C2)O.Cl. Cell line: MOLT-4. Synergy scores: CSS=77.9, Synergy_ZIP=5.68, Synergy_Bliss=7.82, Synergy_Loewe=-5.91, Synergy_HSA=9.73.